The task is: Predict the reactants needed to synthesize the given product.. This data is from Full USPTO retrosynthesis dataset with 1.9M reactions from patents (1976-2016). Given the product [Br:1][C:2]1[CH:7]=[CH:6][N:5]([CH2:8][C:9]([O:12][CH3:14])([CH3:10])[CH3:11])[C:4](=[O:13])[CH:3]=1, predict the reactants needed to synthesize it. The reactants are: [Br:1][C:2]1[CH:7]=[CH:6][N:5]([CH2:8][C:9]([OH:12])([CH3:11])[CH3:10])[C:4](=[O:13])[CH:3]=1.[CH3:14]I.